Regression. Given two drug SMILES strings and cell line genomic features, predict the synergy score measuring deviation from expected non-interaction effect. From a dataset of NCI-60 drug combinations with 297,098 pairs across 59 cell lines. (1) Drug 1: CC1C(C(CC(O1)OC2CC(CC3=C2C(=C4C(=C3O)C(=O)C5=C(C4=O)C(=CC=C5)OC)O)(C(=O)C)O)N)O.Cl. Drug 2: C1C(C(OC1N2C=C(C(=O)NC2=O)F)CO)O. Cell line: SNB-19. Synergy scores: CSS=34.5, Synergy_ZIP=-2.59, Synergy_Bliss=-4.90, Synergy_Loewe=-2.44, Synergy_HSA=0.532. (2) Drug 1: C1=CN(C(=O)N=C1N)C2C(C(C(O2)CO)O)O.Cl. Drug 2: COC1=C2C(=CC3=C1OC=C3)C=CC(=O)O2. Cell line: KM12. Synergy scores: CSS=18.8, Synergy_ZIP=-8.19, Synergy_Bliss=1.92, Synergy_Loewe=-11.6, Synergy_HSA=1.09.